From a dataset of Reaction yield outcomes from USPTO patents with 853,638 reactions. Predict the reaction yield, written as a fraction of the theoretical maximum amount of product (1.0 means a 100% yield; for example, 0.34 means a 34% yield). (1) The reactants are [CH:1]([C:4]1[CH:9]=[C:8]([CH:10]([CH3:12])[CH3:11])[CH:7]=[C:6]([CH:13]([CH3:15])[CH3:14])[C:5]=1[C:16]1[CH:21]=[CH:20][C:19]([C:22]([F:25])([F:24])[F:23])=[CH:18][CH:17]=1)([CH3:3])[CH3:2].[B-](F)(F)(F)F.[B-](F)(F)(F)F.C1[N+]2(CCl)CC[N+](F)(CC2)C1.[Li+].[Br-:48]. No catalyst specified. The product is [Br:48][C:7]1[C:6]([CH:13]([CH3:15])[CH3:14])=[C:5]([C:16]2[CH:17]=[CH:18][C:19]([C:22]([F:23])([F:24])[F:25])=[CH:20][CH:21]=2)[C:4]([CH:1]([CH3:2])[CH3:3])=[CH:9][C:8]=1[CH:10]([CH3:11])[CH3:12]. The yield is 0.900. (2) The reactants are [Cl:1][C:2]1[CH:10]=[CH:9][CH:8]=[CH:7][C:3]=1[C:4](O)=[O:5].CN.C[CH2:14][N:15]=C=NCCCN(C)C.C1C=NC2N(O)N=NC=2C=1. The catalyst is C1COCC1.CN(C1C=CN=CC=1)C.CN(C=O)C. The product is [Cl:1][C:2]1[CH:10]=[CH:9][CH:8]=[CH:7][C:3]=1[C:4]([NH:15][CH3:14])=[O:5]. The yield is 0.760. (3) The reactants are [Si:1](Cl)([C:4]([CH3:7])([CH3:6])[CH3:5])([CH3:3])[CH3:2].N1C=CN=C1.[Br:14][CH2:15][CH2:16][CH2:17][CH2:18][CH2:19][CH2:20][CH2:21][CH2:22][CH2:23][CH2:24][CH2:25][CH2:26][OH:27].[NH4+].[Cl-]. The catalyst is ClCCl. The product is [Br:14][CH2:15][CH2:16][CH2:17][CH2:18][CH2:19][CH2:20][CH2:21][CH2:22][CH2:23][CH2:24][CH2:25][CH2:26][O:27][Si:1]([C:4]([CH3:7])([CH3:6])[CH3:5])([CH3:3])[CH3:2]. The yield is 0.990. (4) The reactants are [NH2:1][C@@:2]([C@@H:6]1[CH2:15][CH2:14][C:13]2[C:8](=[CH:9][CH:10]=[C:11]([O:16][C@H:17]3[CH2:22][CH2:21][C@H:20]([C:23]([CH3:26])([CH3:25])[CH3:24])[CH2:19][CH2:18]3)[CH:12]=2)[CH2:7]1)([CH3:5])[CH2:3][OH:4].C(Cl)(Cl)Cl.C(=O)(O)[O-].[Na+].[C:36]([O:40][C:41](O[C:41]([O:40][C:36]([CH3:39])([CH3:38])[CH3:37])=[O:42])=[O:42])([CH3:39])([CH3:38])[CH3:37]. No catalyst specified. The product is [C:23]([C@H:20]1[CH2:19][CH2:18][C@H:17]([O:16][C:11]2[CH:12]=[C:13]3[C:8](=[CH:9][CH:10]=2)[CH2:7][C@H:6]([C@:2]([NH:1][C:41](=[O:42])[O:40][C:36]([CH3:39])([CH3:38])[CH3:37])([CH3:5])[CH2:3][OH:4])[CH2:15][CH2:14]3)[CH2:22][CH2:21]1)([CH3:26])([CH3:25])[CH3:24]. The yield is 1.00. (5) The product is [NH2:1][C:2]1[C:11]2[CH:10]=[CH:9][CH:8]=[C:7]([C:28]3[CH:27]=[CH:26][N:25]=[CH:24][C:23]=3[O:22][CH3:21])[C:6]=2[N:5]=[C:4]2[CH2:13][N:14]([CH:17]3[CH2:20][CH2:19][CH2:18]3)[C:15](=[O:16])[C:3]=12. The reactants are [NH2:1][C:2]1[C:11]2[CH:10]=[CH:9][CH:8]=[C:7](Br)[C:6]=2[N:5]=[C:4]2[CH2:13][N:14]([CH:17]3[CH2:20][CH2:19][CH2:18]3)[C:15](=[O:16])[C:3]=12.[CH3:21][O:22][C:23]1[CH:24]=[N:25][CH:26]=[CH:27][C:28]=1B(O)O. No catalyst specified. The yield is 0.689. (6) The product is [N:16]1([C:4]2[CH:5]=[C:6]3[CH:8]=[CH:9][NH:10][C:7]3=[CH:2][N:3]=2)[CH2:21][CH2:20][O:19][CH2:18][CH2:17]1. The catalyst is [Pd].CO.C(Cl)Cl. The yield is 0.520. The reactants are Cl[C:2]1[CH:7]=[C:6]([CH:8]=[CH:9][N:10](C)C)[C:5]([N+]([O-])=O)=[CH:4][N:3]=1.[NH:16]1[CH2:21][CH2:20][O:19][CH2:18][CH2:17]1.C([O-])=O.[NH4+].